This data is from Forward reaction prediction with 1.9M reactions from USPTO patents (1976-2016). The task is: Predict the product of the given reaction. (1) Given the reactants [CH3:1][O:2][C:3]([C:5]1[N:10]=[C:9]([Cl:11])[CH:8]=[C:7](Cl)[C:6]=1[Cl:13])=[O:4].[CH2:14]([NH2:17])[CH:15]=[CH2:16].C(N(CC)CC)C.O, predict the reaction product. The product is: [Cl:11][C:9]1[CH:8]=[C:7]([NH:17][CH2:14][CH:15]=[CH2:16])[C:6]([Cl:13])=[C:5]([C:3]([O:2][CH3:1])=[O:4])[N:10]=1. (2) Given the reactants [Br:1][C:2]1[CH:10]=[C:9]2[C:5]([C:6]([CH3:11])=[N:7][NH:8]2)=[CH:4][CH:3]=1.[H-].[Na+].I[CH2:15][CH3:16], predict the reaction product. The product is: [Br:1][C:2]1[CH:10]=[C:9]2[C:5]([C:6]([CH3:11])=[N:7][N:8]2[CH2:15][CH3:16])=[CH:4][CH:3]=1. (3) Given the reactants [Cl:1][C:2]1[N:3]([CH2:10][C@@:11]2([CH3:14])[CH2:13][O:12]2)[CH:4]=[C:5]([N+:7]([O-:9])=[O:8])[N:6]=1.[N:15]1([C:21]([O:23][C:24]([CH3:27])([CH3:26])[CH3:25])=[O:22])[CH2:20][CH2:19][NH:18][CH2:17][CH2:16]1.CN(C=O)C, predict the reaction product. The product is: [Cl:1][C:2]1[N:3]([CH2:10][C@@:11]([OH:12])([CH3:14])[CH2:13][N:18]2[CH2:17][CH2:16][N:15]([C:21]([O:23][C:24]([CH3:27])([CH3:26])[CH3:25])=[O:22])[CH2:20][CH2:19]2)[CH:4]=[C:5]([N+:7]([O-:9])=[O:8])[N:6]=1. (4) Given the reactants [Br:1][C:2]1[CH:10]=[CH:9][C:5]([C:6]([OH:8])=[O:7])=[CH:4][C:3]=1[F:11].[C:12](=O)([O-])[O-].[K+].[K+].CI.C(OCC)(=O)C, predict the reaction product. The product is: [Br:1][C:2]1[CH:10]=[CH:9][C:5]([C:6]([O:8][CH3:12])=[O:7])=[CH:4][C:3]=1[F:11]. (5) Given the reactants Cl[C:2]1[N:3]=[CH:4][C:5]([C:9]([O:11][CH3:12])=[O:10])=[N:6][C:7]=1[CH3:8].[F:13][C:14]([F:18])([F:17])[CH2:15][OH:16].C(=O)([O-])[O-].[K+].[K+], predict the reaction product. The product is: [CH3:8][C:7]1[N:6]=[C:5]([C:9]([O:11][CH3:12])=[O:10])[CH:4]=[N:3][C:2]=1[O:16][CH2:15][C:14]([F:18])([F:17])[F:13]. (6) Given the reactants [Cl:1][C:2]1[CH:7]=[CH:6][C:5]([CH:8](O)[C:9]2[C:18]3[C:17](=[O:19])[N:16]([CH2:20][CH2:21][CH2:22][O:23][CH:24]4CCCC[O:25]4)[C:15](=[O:30])[N:14]([CH3:31])[C:13]=3[N:12]=[CH:11][C:10]=2[O:32][CH:33]([CH3:35])[CH3:34])=[CH:4][CH:3]=1, predict the reaction product. The product is: [CH:24]([O:23][CH2:22][CH2:21][CH2:20][N:16]1[C:17](=[O:19])[C:18]2[C:9]([CH2:8][C:5]3[CH:4]=[CH:3][C:2]([Cl:1])=[CH:7][CH:6]=3)=[C:10]([O:32][CH:33]([CH3:34])[CH3:35])[CH:11]=[N:12][C:13]=2[N:14]([CH3:31])[C:15]1=[O:30])=[O:25]. (7) Given the reactants C([C:8](CC1C=CC=CC=1)([C:12]([O-])=[O:13])[C:9]([O-:11])=[O:10])C1C=CC=CC=1.[H-].[Na+].[C:24]1(=[C:30]([C:34]#[N:35])[C:31]([NH2:33])=[O:32])[CH2:29][CH2:28][CH2:27][CH2:26][CH2:25]1.Cl.[C:37]1([CH3:43])[CH:42]=[CH:41][CH:40]=[CH:39][CH:38]=1, predict the reaction product. The product is: [C:34]([CH:30]1[C:24]2([CH2:29][CH2:28][CH2:27][CH2:26][CH2:25]2)[CH:8]([C:9]([O:11][CH2:43][C:37]2[CH:42]=[CH:41][CH:40]=[CH:39][CH:38]=2)=[O:10])[C:12](=[O:13])[NH:33][C:31]1=[O:32])#[N:35]. (8) The product is: [F:28][C:23]1[CH:22]=[C:21]([C:16](=[O:33])[C:17]([F:20])([F:19])[F:18])[CH:26]=[C:25]([F:27])[CH:24]=1. Given the reactants C([C@H]1COC(=O)N1C(=O)C=[C:16]([C:21]1[CH:26]=[C:25]([F:27])[CH:24]=[C:23]([F:28])[CH:22]=1)[C:17]([F:20])([F:19])[F:18])C1C=CC=CC=1.FC(F)(F)C(N1CCOCC1)=[O:33].BrC1C=C(F)C=C(F)C=1, predict the reaction product.